Dataset: Reaction yield outcomes from USPTO patents with 853,638 reactions. Task: Predict the reaction yield, written as a fraction of the theoretical maximum amount of product (1.0 means a 100% yield; for example, 0.34 means a 34% yield). (1) The reactants are [N:1]1[CH:6]=[CH:5][CH:4]=[CH:3][C:2]=1[C:7]([O-:9])=[O:8].[Li+].[OH-].Cl. The catalyst is C1COCC1. The product is [N:1]1[CH:6]=[CH:5][CH:4]=[CH:3][C:2]=1[C:7]([OH:9])=[O:8]. The yield is 0.980. (2) The reactants are [Br:1][C:2]1[CH:3]=[CH:4][C:5]([F:32])=[C:6]([C@:8]([NH:20][CH2:21][C:22]2[CH:27]=[CH:26][C:25]([O:28][CH3:29])=[CH:24][C:23]=2[O:30][CH3:31])([CH3:19])[CH2:9][S:10][C:11]([CH3:18])([CH3:17])[C:12]([O:14]CC)=[O:13])[CH:7]=1.[OH-].[Na+].Cl. The catalyst is C(O)C. The product is [Br:1][C:2]1[CH:3]=[CH:4][C:5]([F:32])=[C:6]([C@:8]([NH:20][CH2:21][C:22]2[CH:27]=[CH:26][C:25]([O:28][CH3:29])=[CH:24][C:23]=2[O:30][CH3:31])([CH3:19])[CH2:9][S:10][C:11]([CH3:18])([CH3:17])[C:12]([OH:14])=[O:13])[CH:7]=1. The yield is 0.915. (3) The reactants are [CH3:1][C:2]1[CH:9]=[CH:8][C:5]([C:6]#[N:7])=[CH:4][C:3]=1[Cl:10].BrN1C(=O)CCC1=O.C(OOC(=O)C1C=CC=CC=1)(=O)C1C=CC=CC=1.Cl.[C:38]([O:42][C:43](=[O:47])[CH2:44][NH:45][CH3:46])([CH3:41])([CH3:40])[CH3:39].C([O-])([O-])=O.[K+].[K+]. The catalyst is C(#N)C.CCOC(C)=O.O1CCOCC1. The product is [C:6]([C:5]1[CH:8]=[CH:9][C:2]([CH2:1][N:45]([CH3:46])[CH2:44][C:43]([O:42][C:38]([CH3:41])([CH3:40])[CH3:39])=[O:47])=[C:3]([Cl:10])[CH:4]=1)#[N:7]. The yield is 0.740. (4) The reactants are [C:1]([O:5][C:6]([N:8]1[CH2:13][CH2:12][N:11]2[N:14]=[C:15]([C:17]([OH:19])=O)[CH:16]=[C:10]2[CH2:9]1)=[O:7])([CH3:4])([CH3:3])[CH3:2].CN(C(ON1N=NC2C=CC=NC1=2)=[N+](C)C)C.F[P-](F)(F)(F)(F)F.CCN(CC)CC.Cl.[CH:52]12[NH:60][CH:56]([CH2:57][CH2:58][CH2:59]1)[CH2:55][CH:54]([C:61]([O:63][CH2:64][CH3:65])=[O:62])[CH2:53]2. The catalyst is CN(C=O)C. The product is [CH2:64]([O:63][C:61]([CH:54]1[CH2:53][CH:52]2[N:60]([C:17]([C:15]3[CH:16]=[C:10]4[CH2:9][N:8]([C:6]([O:5][C:1]([CH3:2])([CH3:3])[CH3:4])=[O:7])[CH2:13][CH2:12][N:11]4[N:14]=3)=[O:19])[CH:56]([CH2:57][CH2:58][CH2:59]2)[CH2:55]1)=[O:62])[CH3:65]. The yield is 0.510.